From a dataset of Forward reaction prediction with 1.9M reactions from USPTO patents (1976-2016). Predict the product of the given reaction. (1) Given the reactants [NH2:1][C:2]1[C:6]2[C:7](=[O:19])[N:8]([CH:12]([CH:16]([CH3:18])[CH3:17])[C:13](O)=[O:14])[CH:9]=[C:10]([Br:11])[C:5]=2[NH:4][N:3]=1.[NH4+].[N:21]1(O)C2C=CC=CC=2N=N1.C(N(CC)CC)C.Cl.CN(C)CCCN=C=NCC, predict the reaction product. The product is: [NH2:1][C:2]1[C:6]2[C:7](=[O:19])[N:8]([CH:12]([CH:16]([CH3:18])[CH3:17])[C:13]([NH2:21])=[O:14])[CH:9]=[C:10]([Br:11])[C:5]=2[NH:4][N:3]=1. (2) Given the reactants [N:1]1([CH2:6][CH2:7][OH:8])[CH:5]=[CH:4][CH:3]=[CH:2]1.[N+:9]([C:12]1[CH:19]=[CH:18][CH:17]=[C:16]([N+]([O-])=O)[C:13]=1[C:14]#[N:15])([O-:11])=[O:10], predict the reaction product. The product is: [N:1]1([CH2:6][CH2:7][O:8][C:16]2[CH:17]=[CH:18][CH:19]=[C:12]([N+:9]([O-:11])=[O:10])[C:13]=2[C:14]#[N:15])[CH:5]=[CH:4][CH:3]=[CH:2]1. (3) Given the reactants [C:1]([O:5][C:6](=[O:18])[NH:7][C:8]1([C:11]2[CH:16]=[CH:15][C:14](I)=[CH:13][N:12]=2)[CH2:10][CH2:9]1)([CH3:4])([CH3:3])[CH3:2].[CH:19]1([C:22]([NH2:24])=[O:23])[CH2:21][CH2:20]1.[O-]P([O-])([O-])=O.[K+].[K+].[K+], predict the reaction product. The product is: [C:1]([O:5][C:6](=[O:18])[NH:7][C:8]1([C:11]2[CH:16]=[CH:15][C:14]([NH:24][C:22]([CH:19]3[CH2:21][CH2:20]3)=[O:23])=[CH:13][N:12]=2)[CH2:10][CH2:9]1)([CH3:4])([CH3:3])[CH3:2]. (4) Given the reactants [NH2:1][C:2]1[N:7]=[CH:6][C:5]([C:8]2[N:13]=[C:12]([C:14]([OH:16])=O)[C:11]([CH3:17])=[C:10]([C:18]3[N:22]([CH3:23])[N:21]=[CH:20][CH:19]=3)[N:9]=2)=[CH:4][CH:3]=1.F[P-](F)(F)(F)(F)F.N1(OC(N(C)C)=[N+](C)C)C2N=CC=CC=2N=N1.CN1CCOCC1.Cl.[NH2:56][CH2:57][C:58]1[C:59](=[O:66])[NH:60][C:61]([CH3:65])=[CH:62][C:63]=1[CH3:64], predict the reaction product. The product is: [NH2:1][C:2]1[N:7]=[CH:6][C:5]([C:8]2[N:13]=[C:12]([C:14]([NH:56][CH2:57][C:58]3[C:59](=[O:66])[NH:60][C:61]([CH3:65])=[CH:62][C:63]=3[CH3:64])=[O:16])[C:11]([CH3:17])=[C:10]([C:18]3[N:22]([CH3:23])[N:21]=[CH:20][CH:19]=3)[N:9]=2)=[CH:4][CH:3]=1. (5) The product is: [ClH:12].[Cl:12][C:13]1[CH:26]=[CH:25][C:16]([O:17][C:18]2[CH:23]=[CH:22][C:21]([O:2][CH2:3][C@@H:4]3[CH2:9][CH2:8][CH2:7][CH2:6][NH:5]3)=[CH:20][CH:19]=2)=[CH:15][CH:14]=1. Given the reactants S1(=O)(=O)[N:5]2[CH2:6][CH2:7][CH2:8][CH2:9][C@H:4]2[CH2:3][O:2]1.[Cl:12][C:13]1[CH:26]=[CH:25][C:16]([O:17][C:18]2[CH:23]=[CH:22][C:21](O)=[CH:20][CH:19]=2)=[CH:15][CH:14]=1.C(=O)([O-])[O-].[K+].[K+].OS(O)(=O)=O.[OH-].[Na+], predict the reaction product.